Dataset: Peptide-MHC class I binding affinity with 185,985 pairs from IEDB/IMGT. Task: Regression. Given a peptide amino acid sequence and an MHC pseudo amino acid sequence, predict their binding affinity value. This is MHC class I binding data. (1) The peptide sequence is AEEDEREVSV. The MHC is Patr-B2401 with pseudo-sequence Patr-B2401. The binding affinity (normalized) is 0.333. (2) The peptide sequence is SLIDLQELGK. The MHC is HLA-A33:01 with pseudo-sequence HLA-A33:01. The binding affinity (normalized) is 0.330. (3) The binding affinity (normalized) is 0.613. The MHC is HLA-B57:01 with pseudo-sequence HLA-B57:01. The peptide sequence is MLSPMLHHW. (4) The peptide sequence is RIEQLYPFA. The MHC is HLA-A24:03 with pseudo-sequence HLA-A24:03. The binding affinity (normalized) is 0.0847. (5) The peptide sequence is SELTVSPPD. The MHC is HLA-B46:01 with pseudo-sequence HLA-B46:01. The binding affinity (normalized) is 0.0847.